The task is: Binary Classification. Given two protein amino acid sequences, predict whether they physically interact or not.. This data is from Human Reference Interactome with 51,813 positive PPI pairs across 8,248 proteins, plus equal number of experimentally-validated negative pairs. (1) Protein 1 (ENSG00000106261) has sequence MMTAESREATGLSPQAAQEKDGIVIVKVEEEDEEDHMWGQDSTLQDTPPPDPEIFRQRFRRFCYQNTFGPREALSRLKELCHQWLRPEINTKEQILELLVLEQFLSILPKELQVWLQEYRPDSGEEAVTLLEDLELDLSGQQVPGQVHGPEMLARGMVPLDPVQESSSFDLHHEATQSHFKHSSRKPRLLQSRALPAAHIPAPPHEGSPRDQAMASALFTADSQAMVKIEDMAVSLILEEWGCQNLARRNLSRDNRQENYGSAFPQGGENRNENEESTSKAETSEDSASRGETTGRSQKE.... Protein 2 (ENSG00000135655) has sequence MAEGGAADLDTQRSDIATLLKTSLRKGDTWYLVDSRWFKQWKKYVGFDSWDKYQMGDQNVYPGPIDNSGLLKDGDAQSLKEHLIDELDYILLPTEGWNKLVSWYTLMEGQEPIARKVVEQGMFVKHCKVEVYLTELKLCENGNMNNVVTRRFSKADTIDTIEKEIRKIFSIPDEKETRLWNKYMSNTFEPLNKPDSTIQDAGLYQGQVLVIEQKNEDGTWPRGPSTPKSPGASNFSTLPKISPSSLSNNYNNMNNRNVKNSNYCLPSYTAYKNYDYSEPGRNNEQPGLCGLSNLGNTCFM.... Result: 0 (the proteins do not interact). (2) Protein 1 (ENSG00000172534) has sequence MASAVSPANLPAVLLQPRWKRVVGWSGPVPRPRHGHRAVAIKELIVVFGGGNEGIVDELHVYNTATNQWFIPAVRGDIPPGCAAYGFVCDGTRLLVFGGMVEYGKYSNDLYELQASRWEWKRLKAKTPKNGPPPCPRLGHSFSLVGNKCYLFGGLANDSEDPKNNIPRYLNDLYILELRPGSGVVAWDIPITYGVLPPPRESHTAVVYTEKDNKKSKLVIYGGMSGCRLGDLWTLDIDTLTWNKPSLSGVAPLPRSLHSATTIGNKMYVFGGWVPLVMDDVKVATHEKEWKCTNTLACLN.... Protein 2 (ENSG00000147206) has sequence MSLPSGHTTGHTDQVVQRRARCWDIYQRRFSSRSEPVNPGMHSSSHQQQDGDAAMHGAHMDSPVRYTPYTISPYNRKGSFRKQDQTHVNMEREQKPPERRMEGNMPDGTLGSWFKITVPFGIKYNEKWLLNLIQNECSVPFVPVEFHYENMHASFFVENASIAYALKNVSGKIWDEDNEKISIFVNPAGIPHFVHRELKSEKVEQIKLAMNQQCDVSQEALDIQRLPFYPDMVNRDTKMASNPRKCMAASLDVHEENIPTVMSAGEMDKWKGIEPGEKCADRSPVCTTFSDTSSNINSIL.... Result: 0 (the proteins do not interact). (3) Protein 1 (ENSG00000134198) has sequence MGRFRGGLRCIKYLLLGFNLLFWLAGSAVIAFGLWFRFGGAIKELSSEDKSPEYFYVGLYVLVGAGALMMAVGFFGCCGAMRESQCVLGSFFTCLLVIFAAEVTTGVFAFIGKGVAIRHVQTMYEEAYNDYLKDRGKGNGTLITFHSTFQCCGKESSEQVQPTCPKELLGHKNCIDEIETIISVKLQLIGIVGIGIAGLTIFGMIFSMVLCCAIRNSRDVI*MGRFRGGLRCIKYLLLGFNLLFWLAGSAVIAFGLWFRFGGAIKELSSEDKSPEYFYVGLYVLVGAGALMMAVGFFGCC.... Protein 2 (ENSG00000129625) has sequence MSAPRPGALFLLSCAVGADGGAPAGGRVDGGVIGLVALYLVFGYGASLLCNLIGFGYPAYISIKAIESPNKEDDTQWLTYWVVYGVFSIAEFFSDIFLSWFPFYYMLKCGFLLWCMAPSPSNGAELLYKRIIRPFFLKHESQMDSVVKDLKDKAKETADAITKEAMSAAMRERFDRFLHEKNCMTDLLAKLEAKTGVNRSFIALGVIGLVALYLVFGYGASLLCNLIGFGYPAYISIKAIESPNKEDDTQWLTYWVVYGVFSIAEFFSDIFLSWFPFYYMLKCGFLLWCMAPSPSNGAEL.... Result: 0 (the proteins do not interact). (4) Protein 1 (ENSG00000154438) has sequence MAASALRGLPVAGGGESSESEDDGWEIGYLDRTSQKLKRLLPIEEKKEKFKKAMTIGDVSLVQELLDSGISVDSNFQYGWTPLMYAASVANAELVRVLLDRGANASFEKDKQSILITACSAHGSEEQILKCVELLLSRNADPNVACRRLMTPIMYAARDGHTQVVALLVAHGAEVNTQDENGYTALTWAARQGHKNIVLKLLELGANKMLQTKDGKMPSEIAKRNKHHEIFNLLSFTLNPLEGKLQQLTKEDTICKILTTDSDREKDHIFSSYTAFGDLEVFLHGLGLEHMTDLLKERDI.... Protein 2 (ENSG00000131089) has sequence MTLLITGDSIVSAEAVWDHVTMANRELAFKAGDVIKVLDASNKDWWWGQIDDEEGWFPASFVRLWVNQEDEVEEGPSDVQNGHLDPNSDCLCLGRPLQNRDQMRANVINEIMSTERHYIKHLKDICEGYLKQCRKRRDMFSDEQLKVIFGNIEDIYRFQMGFVRDLEKQYNNDDPHLSEIGPCFLEHQDGFWIYSEYCNNHLDACMELSKLMKDSRYQHFFEACRLLQQMIDIAIDGFLLTPVQKICKYPLQLAELLKYTAQDHSDYRYVAAALAVMRNVTQQINERKRRLENIDKIAQW.... Result: 0 (the proteins do not interact).